The task is: Predict the reaction yield, written as a fraction of the theoretical maximum amount of product (1.0 means a 100% yield; for example, 0.34 means a 34% yield).. This data is from Reaction yield outcomes from USPTO patents with 853,638 reactions. (1) The reactants are [O:1]=[C:2]1[C:10]2[C:5](=[CH:6][CH:7]=[CH:8][CH:9]=2)[C:4](=[O:11])[N:3]1[CH2:12][C@@H:13]1[C@H:18]([CH3:19])[CH2:17][CH2:16][CH2:15][N:14]1C(OCC1C=CC=CC=1)=O. The catalyst is C(O)(=O)C.[Pd]. The product is [CH3:19][C@@H:18]1[CH2:17][CH2:16][CH2:15][NH:14][C@@H:13]1[CH2:12][N:3]1[C:4](=[O:11])[C:5]2[C:10](=[CH:9][CH:8]=[CH:7][CH:6]=2)[C:2]1=[O:1]. The yield is 0.880. (2) The reactants are Cl.Cl.[CH2:3]([NH:10][NH2:11])[C:4]1[CH:9]=[CH:8][CH:7]=[CH:6][CH:5]=1.[O:12]1[C:17]2[CH:18]=[CH:19][C:20]([C:22](=O)[CH2:23][C:24](=O)[C:25]([F:28])([F:27])[F:26])=[CH:21][C:16]=2[CH2:15][CH2:14][CH2:13]1. The catalyst is C(#N)C. The product is [CH2:3]([N:10]1[C:22]([C:20]2[CH:19]=[CH:18][C:17]3[O:12][CH2:13][CH2:14][CH2:15][C:16]=3[CH:21]=2)=[CH:23][C:24]([C:25]([F:28])([F:26])[F:27])=[N:11]1)[C:4]1[CH:9]=[CH:8][CH:7]=[CH:6][CH:5]=1. The yield is 0.390.